Task: Predict the product of the given reaction.. Dataset: Forward reaction prediction with 1.9M reactions from USPTO patents (1976-2016) (1) Given the reactants [OH-].[Na+].[Cl:3][C:4]1[S:8][C:7]([C:9]2[NH:13][C:12]3[CH:14]=[CH:15][C:16]([CH2:18][C:19]([O:21]CC)=[O:20])=[CH:17][C:11]=3[N:10]=2)=[CH:6][CH:5]=1, predict the reaction product. The product is: [Cl:3][C:4]1[S:8][C:7]([C:9]2[NH:13][C:12]3[CH:14]=[CH:15][C:16]([CH2:18][C:19]([OH:21])=[O:20])=[CH:17][C:11]=3[N:10]=2)=[CH:6][CH:5]=1. (2) Given the reactants [C:1]([C:5]1[CH:10]=[CH:9][C:8]([C:11]2[CH:19]=[CH:18][CH:17]=[C:16]3[C:12]=2[CH2:13][CH:14]([CH2:21][C:22]2([CH3:28])[CH2:27][CH2:26][CH2:25][CH2:24][CH2:23]2)[C:15]3=O)=[CH:7][CH:6]=1)([CH3:4])([CH3:3])[CH3:2].[BH4-].[Na+].C1(C)C=CC=CC=1.OS(O)(=O)=O, predict the reaction product. The product is: [C:1]([C:5]1[CH:10]=[CH:9][C:8]([C:11]2[CH:19]=[CH:18][CH:17]=[C:16]3[C:12]=2[CH2:13][C:14]([CH2:21][C:22]2([CH3:28])[CH2:23][CH2:24][CH2:25][CH2:26][CH2:27]2)=[CH:15]3)=[CH:7][CH:6]=1)([CH3:4])([CH3:2])[CH3:3]. (3) Given the reactants N1C=CN=C1.[Si:6](Cl)([C:9]([CH3:12])([CH3:11])[CH3:10])([CH3:8])[CH3:7].[CH3:14][O:15][C:16](=[O:21])[C@H:17]([CH3:20])[CH2:18][OH:19].O, predict the reaction product. The product is: [CH3:14][O:15][C:16](=[O:21])[C@H:17]([CH3:20])[CH2:18][O:19][Si:6]([C:9]([CH3:12])([CH3:11])[CH3:10])([CH3:8])[CH3:7]. (4) Given the reactants [Cl:1][C:2]1[CH:3]=[C:4]([NH:9][C:10]2[C:11]3[C:18]4[CH2:19][CH2:20][N:21]([C:23](=[O:37])/[CH:24]=[CH:25]/[CH2:26][N:27]([CH3:36])[CH2:28][C:29]([O:31]C(C)(C)C)=[O:30])[CH2:22][C:17]=4[S:16][C:12]=3[N:13]=[CH:14][N:15]=2)[CH:5]=[CH:6][C:7]=1[F:8].C(O)(C(F)(F)F)=O, predict the reaction product. The product is: [Cl:1][C:2]1[CH:3]=[C:4]([NH:9][C:10]2[C:11]3[C:18]4[CH2:19][CH2:20][N:21]([C:23](=[O:37])/[CH:24]=[CH:25]/[CH2:26][N:27]([CH3:36])[CH2:28][C:29]([OH:31])=[O:30])[CH2:22][C:17]=4[S:16][C:12]=3[N:13]=[CH:14][N:15]=2)[CH:5]=[CH:6][C:7]=1[F:8]. (5) Given the reactants [NH2:1][C:2]1[C:21]([Cl:22])=[CH:20][C:5]([C:6]([N:8]([CH2:10][CH2:11][O:12][Si](C(C)(C)C)(C)C)[CH3:9])=[O:7])=[C:4]([O:23]C)[CH:3]=1.B(Cl)(Cl)Cl.CO.N, predict the reaction product. The product is: [NH2:1][C:2]1[C:21]([Cl:22])=[CH:20][C:5]([C:6]([N:8]([CH2:10][CH2:11][OH:12])[CH3:9])=[O:7])=[C:4]([OH:23])[CH:3]=1. (6) Given the reactants [S:1]1[CH:5]=[CH:4][C:3]([C:6](=[CH2:10])C(O)=O)=[CH:2]1.O.ON1C2C=CC=CC=2N=N1.Cl.CN(C)CCCN=C=NCC.[CH3:34][C:35]1([C:41]2[CH:42]=[C:43]([NH:47][S:48]([CH3:51])(=[O:50])=[O:49])[CH:44]=[CH:45][CH:46]=2)[CH:40]2[CH:36]1[CH2:37][NH:38][CH2:39]2.[C:52](=O)([O-])[OH:53].[Na+], predict the reaction product. The product is: [CH3:34][C:35]1([C:41]2[CH:42]=[C:43]([NH:47][S:48]([CH3:51])(=[O:50])=[O:49])[CH:44]=[CH:45][CH:46]=2)[CH:40]2[CH:36]1[CH2:37][N:38]([C:52](=[O:53])/[CH:10]=[CH:6]/[C:3]1[CH:4]=[CH:5][S:1][CH:2]=1)[CH2:39]2. (7) Given the reactants [F:1][C:2]1[CH:3]=[C:4]([NH2:18])[CH:5]=[CH:6][C:7]=1[O:8][C:9]1[C:14]2=[CH:15][CH:16]=[CH:17][N:13]2[N:12]=[CH:11][N:10]=1.C(N(C(C)C)CC)(C)C.Cl[C:29](=[O:36])[CH2:30][C:31]([O:33][CH2:34][CH3:35])=[O:32], predict the reaction product. The product is: [F:1][C:2]1[CH:3]=[C:4]([NH:18][C:29](=[O:36])[CH2:30][C:31]([O:33][CH2:34][CH3:35])=[O:32])[CH:5]=[CH:6][C:7]=1[O:8][C:9]1[C:14]2=[CH:15][CH:16]=[CH:17][N:13]2[N:12]=[CH:11][N:10]=1. (8) Given the reactants [C:1]([O:5][C:6](=[O:35])[NH:7][C:8]1([C:12]2[CH:17]=[CH:16][C:15]([C:18]3[C:19]([C:29]4[CH:34]=[CH:33][CH:32]=[CH:31][CH:30]=4)=[CH:20][C:21]4[N:22]([C:24](Br)=[C:25]([CH3:27])[N:26]=4)[N:23]=3)=[CH:14][CH:13]=2)[CH2:11][CH2:10][CH2:9]1)([CH3:4])([CH3:3])[CH3:2].[C:36]([O:40][CH3:41])(=[O:39])[CH:37]=[CH2:38].C1(C)C=CC=CC=1P(C1C=CC=CC=1C)C1C=CC=CC=1C.C(N(CC)CC)C, predict the reaction product. The product is: [CH3:41][O:40][C:36](=[O:39])/[CH:37]=[CH:38]/[C:24]1[N:22]2[N:23]=[C:18]([C:15]3[CH:16]=[CH:17][C:12]([C:8]4([NH:7][C:6]([O:5][C:1]([CH3:4])([CH3:3])[CH3:2])=[O:35])[CH2:11][CH2:10][CH2:9]4)=[CH:13][CH:14]=3)[C:19]([C:29]3[CH:34]=[CH:33][CH:32]=[CH:31][CH:30]=3)=[CH:20][C:21]2=[N:26][C:25]=1[CH3:27]. (9) Given the reactants [Cl:1][C:2]1[CH:7]=[CH:6][C:5]([CH:8]([CH2:24][CH3:25])[C:9]([NH:11][N:12]2[C:21](=[O:22])[C:20]3[C:15](=[CH:16][CH:17]=[CH:18][CH:19]=3)[N:14]=[C:13]2[SH:23])=[O:10])=[CH:4][CH:3]=1.Br[CH:27]([CH3:29])[CH3:28].O.Cl, predict the reaction product. The product is: [Cl:1][C:2]1[CH:7]=[CH:6][C:5]([CH:8]([CH2:24][CH3:25])[C:9]([NH:11][N:12]2[C:21](=[O:22])[C:20]3[C:15](=[CH:16][CH:17]=[CH:18][CH:19]=3)[N:14]=[C:13]2[S:23][CH:27]([CH3:29])[CH3:28])=[O:10])=[CH:4][CH:3]=1. (10) Given the reactants [C:1]1([S:7]([NH:10][C:11]2[CH:19]=[CH:18][C:17]([Cl:20])=[CH:16][C:12]=2[C:13](Cl)=[O:14])(=[O:9])=[O:8])[CH:6]=[CH:5][CH:4]=[CH:3][CH:2]=1.[C:21]1([CH:27]([NH2:34])[C:28]2[CH:33]=[CH:32][CH:31]=[CH:30][N:29]=2)[CH:26]=[CH:25][CH:24]=[CH:23][CH:22]=1, predict the reaction product. The product is: [C:1]1([S:7]([NH:10][C:11]2[CH:19]=[CH:18][C:17]([Cl:20])=[CH:16][C:12]=2[C:13]([NH:34][CH:27]([C:21]2[CH:26]=[CH:25][CH:24]=[CH:23][CH:22]=2)[C:28]2[CH:33]=[CH:32][CH:31]=[CH:30][N:29]=2)=[O:14])(=[O:9])=[O:8])[CH:6]=[CH:5][CH:4]=[CH:3][CH:2]=1.